Dataset: Full USPTO retrosynthesis dataset with 1.9M reactions from patents (1976-2016). Task: Predict the reactants needed to synthesize the given product. (1) The reactants are: FC(F)(F)C(OC(=O)C(F)(F)F)=O.[Cl:14][C:15]1[CH:16]=[CH:17][C:18]2[O:23][CH:22]([C:24]([NH2:26])=O)[O:21][C:20]([CH:33]3[CH2:38][CH2:37][CH2:36][CH2:35][CH2:34]3)([CH:27]3[CH2:32][CH2:31][CH2:30][CH2:29][CH2:28]3)[C:19]=2[CH:39]=1.N1C=CC=CC=1. Given the product [Cl:14][C:15]1[CH:16]=[CH:17][C:18]2[O:23][CH:22]([C:24]#[N:26])[O:21][C:20]([CH:33]3[CH2:34][CH2:35][CH2:36][CH2:37][CH2:38]3)([CH:27]3[CH2:32][CH2:31][CH2:30][CH2:29][CH2:28]3)[C:19]=2[CH:39]=1, predict the reactants needed to synthesize it. (2) Given the product [Cl:11][C:8]1[CH:9]=[CH:10][C:5]([O:4][C:3]([F:13])([F:12])[C:2]([C:23]2[CH:24]=[CH:25][C:20]([NH2:19])=[C:21]([CH3:26])[CH:22]=2)([F:18])[C:14]([F:17])([F:16])[F:15])=[CH:6][CH:7]=1, predict the reactants needed to synthesize it. The reactants are: Br[C:2]([F:18])([C:14]([F:17])([F:16])[F:15])[C:3]([F:13])([F:12])[O:4][C:5]1[CH:10]=[CH:9][C:8]([Cl:11])=[CH:7][CH:6]=1.[NH2:19][C:20]1[C:21]([CH3:26])=[CH:22][CH:23]=[CH:24][CH:25]=1.C(=O)([O-])O.[Na+].S(S([O-])=O)([O-])=O.[Na+].[Na+]. (3) Given the product [NH3:4].[CH3:3][N:4]([CH3:8])[CH2:5][CH2:6][O:7][C:10]1[CH:15]=[CH:14][N:13]=[CH:12][C:11]=1[C:16]1[N:24]=[CH:23][C:22]2[NH:21][C:20]3[N:25]=[CH:26][C:27]([C:29]4[CH:30]=[N:31][N:32]([CH3:34])[CH:33]=4)=[CH:28][C:19]=3[C:18]=2[CH:17]=1, predict the reactants needed to synthesize it. The reactants are: [H-].[Na+].[CH3:3][N:4]([CH3:8])[CH2:5][CH2:6][OH:7].Cl[C:10]1[CH:15]=[CH:14][N:13]=[CH:12][C:11]=1[C:16]1[N:24]=[CH:23][C:22]2[NH:21][C:20]3[N:25]=[CH:26][C:27]([C:29]4[CH:30]=[N:31][N:32]([CH3:34])[CH:33]=4)=[CH:28][C:19]=3[C:18]=2[CH:17]=1. (4) Given the product [C:1]([O:7][C:8]1[CH:9]=[C:10]2[C:14](=[C:15]([O:17][C:18]3[CH:23]=[CH:22][C:21]([S:24]([CH3:27])(=[O:25])=[O:26])=[CH:20][CH:19]=3)[CH:16]=1)[N:13]([CH2:31][O:32][CH3:33])[N:12]=[C:11]2[Br:28])(=[O:6])[C:2]([CH3:5])([CH3:4])[CH3:3], predict the reactants needed to synthesize it. The reactants are: [C:1]([O:7][C:8]1[CH:9]=[C:10]2[C:14](=[C:15]([O:17][C:18]3[CH:23]=[CH:22][C:21]([S:24]([CH3:27])(=[O:26])=[O:25])=[CH:20][CH:19]=3)[CH:16]=1)[NH:13][N:12]=[C:11]2[Br:28])(=[O:6])[C:2]([CH3:5])([CH3:4])[CH3:3].[H-].[Na+].[CH3:31][O:32][CH2:33]Cl. (5) Given the product [C:1]1([N:7]2[C:11]([C:12]([F:15])([F:13])[F:14])=[CH:10][C:9]([NH2:16])=[N:8]2)[CH:2]=[CH:3][CH:4]=[CH:5][CH:6]=1, predict the reactants needed to synthesize it. The reactants are: [C:1]1([N:7]2[CH:11]([C:12]([F:15])([F:14])[F:13])[CH2:10][C:9]([NH2:16])=[N:8]2)[CH:6]=[CH:5][CH:4]=[CH:3][CH:2]=1.C(C1C(=O)C(Cl)=C(Cl)C(=O)C=1C#N)#N. (6) Given the product [CH3:24][O:25][N:26]=[C:8]([C:5]1[CH:6]=[CH:7][C:2]([F:1])=[CH:3][CH:4]=1)[CH2:9][CH2:10][N:11]1[CH2:16][CH2:15][CH2:14][CH:13]([C:17]2[S:18][CH:19]=[CH:20][N:21]=2)[CH2:12]1, predict the reactants needed to synthesize it. The reactants are: [F:1][C:2]1[CH:7]=[CH:6][C:5]([C:8](=O)[CH2:9][CH2:10][N:11]2[CH2:16][CH2:15][CH2:14][CH:13]([C:17]3[S:18][CH:19]=[CH:20][N:21]=3)[CH2:12]2)=[CH:4][CH:3]=1.Cl.[CH3:24][O:25][NH2:26]. (7) Given the product [C:2]([C@@:4]1([CH:26]2[CH2:28][CH2:27]2)[CH2:8][CH2:7][N:6]([C:9]2[CH:14]=[CH:13][N:12]=[C:11]([NH:15][C:16]3[CH:20]=[C:19]([C:21]([NH:36][CH2:37][C:38]([OH:40])([CH3:41])[CH3:39])=[O:22])[N:18]([CH3:24])[N:17]=3)[CH:10]=2)[C:5]1=[O:25])#[N:3], predict the reactants needed to synthesize it. The reactants are: Cl.[C:2]([C@@:4]1([CH:26]2[CH2:28][CH2:27]2)[CH2:8][CH2:7][N:6]([C:9]2[CH:14]=[CH:13][N:12]=[C:11]([NH:15][C:16]3[CH:20]=[C:19]([C:21](O)=[O:22])[N:18]([CH3:24])[N:17]=3)[CH:10]=2)[C:5]1=[O:25])#[N:3].C(N(CC)CC)C.[NH2:36][CH2:37][C:38]([CH3:41])([OH:40])[CH3:39].C(=O)([O-])O.[Na+]. (8) Given the product [C:1]([O:5][C:6]([N:8]1[C:12](=[O:13])[CH2:11][CH2:10][CH:9]1[C:14]([O:16][CH2:17][C:18]1[CH:23]=[CH:22][CH:21]=[CH:20][CH:19]=1)=[O:15])=[O:7])([CH3:4])([CH3:2])[CH3:3], predict the reactants needed to synthesize it. The reactants are: [C:1]([O:5][C:6]([N:8]1[C:12](=[O:13])[CH2:11][CH2:10][C@H:9]1[C:14]([OH:16])=[O:15])=[O:7])([CH3:4])([CH3:3])[CH3:2].[CH2:17](Br)[C:18]1[CH:23]=[CH:22][CH:21]=[CH:20][CH:19]=1.C(=O)([O-])[O-].[K+].[K+]. (9) Given the product [NH2:75][CH2:76][CH2:77][CH2:8][N:9]([CH3:2])[C@H:10]([C:14]([NH:16][C@H:17]([C:21]([N:23]([C@@H:25]([C@@H:62]([CH3:65])[CH2:63][CH3:64])[C@H:26]([O:60][CH3:61])[CH2:27][C:28]([N:30]1[CH2:34][CH2:33][CH2:32][C@H:31]1[C@H:35]([O:58][CH3:59])[C@@H:36]([CH3:57])[C:37]([NH:39][C@@:40]1([C:49]([N:51]2[CH2:56][CH2:55][CH2:54][CH2:53][O:52]2)=[O:50])[CH2:42][C@@H:41]1[C:43]1[CH:48]=[CH:47][CH:46]=[CH:45][CH:44]=1)=[O:38])=[O:29])[CH3:24])=[O:22])[CH:18]([CH3:19])[CH3:20])=[O:15])[CH:11]([CH3:13])[CH3:12], predict the reactants needed to synthesize it. The reactants are: F[C:2](F)(F)C(O)=O.[CH3:8][NH:9][C@H:10]([C:14]([NH:16][C@H:17]([C:21]([N:23]([C@@H:25]([C@@H:62]([CH3:65])[CH2:63][CH3:64])[C@H:26]([O:60][CH3:61])[CH2:27][C:28]([N:30]1[CH2:34][CH2:33][CH2:32][C@H:31]1[C@H:35]([O:58][CH3:59])[C@@H:36]([CH3:57])[C:37]([NH:39][C@@:40]1([C:49]([N:51]2[CH2:56][CH2:55][CH2:54][CH2:53][O:52]2)=[O:50])[CH2:42][C@@H:41]1[C:43]1[CH:48]=[CH:47][CH:46]=[CH:45][CH:44]=1)=[O:38])=[O:29])[CH3:24])=[O:22])[CH:18]([CH3:20])[CH3:19])=[O:15])[CH:11]([CH3:13])[CH3:12].C(OC(=O)[NH:75][CH2:76][CH2:77]C=O)C1C=CC=CC=1. (10) The reactants are: [CH2:1]([C:8]1[CH:9]=[N:10][C:11]2[C:16]([C:17]=1[C:18]1[CH:26]=[CH:25][CH:24]=[C:23]3[C:19]=1[CH:20]=[CH:21][NH:22]3)=[CH:15][CH:14]=[CH:13][C:12]=2[C:27]([F:30])([F:29])[F:28])[C:2]1[CH:7]=[CH:6][CH:5]=[CH:4][CH:3]=1.[H-].[Na+].Br[CH2:34][C:35]1[CH:44]=[CH:43][C:38]([C:39]([O:41][CH3:42])=[O:40])=[CH:37][CH:36]=1. Given the product [CH2:1]([C:8]1[CH:9]=[N:10][C:11]2[C:16]([C:17]=1[C:18]1[CH:26]=[CH:25][CH:24]=[C:23]3[C:19]=1[CH:20]=[CH:21][N:22]3[CH2:34][C:35]1[CH:44]=[CH:43][C:38]([C:39]([O:41][CH3:42])=[O:40])=[CH:37][CH:36]=1)=[CH:15][CH:14]=[CH:13][C:12]=2[C:27]([F:30])([F:28])[F:29])[C:2]1[CH:7]=[CH:6][CH:5]=[CH:4][CH:3]=1, predict the reactants needed to synthesize it.